This data is from Peptide-MHC class I binding affinity with 185,985 pairs from IEDB/IMGT. The task is: Regression. Given a peptide amino acid sequence and an MHC pseudo amino acid sequence, predict their binding affinity value. This is MHC class I binding data. (1) The peptide sequence is EIKNRDKIV. The MHC is HLA-A33:01 with pseudo-sequence HLA-A33:01. The binding affinity (normalized) is 0. (2) The peptide sequence is LLDEPTNHL. The MHC is HLA-A02:01 with pseudo-sequence HLA-A02:01. The binding affinity (normalized) is 0.936. (3) The peptide sequence is AFGKFLWEWA. The MHC is Patr-A0901 with pseudo-sequence Patr-A0901. The binding affinity (normalized) is 0.500.